The task is: Predict the product of the given reaction.. This data is from Forward reaction prediction with 1.9M reactions from USPTO patents (1976-2016). (1) Given the reactants [CH3:1][O:2][C:3](=[O:12])[C:4]1[CH:9]=[CH:8][C:7](Br)=[CH:6][C:5]=1[F:11].[C:13]([CH:15]1[CH2:19][CH2:18][CH2:17][CH2:16]1)#[CH:14], predict the reaction product. The product is: [CH:15]1([CH:13]=[CH:14][C:7]2[CH:8]=[CH:9][C:4]([C:3]([O:2][CH3:1])=[O:12])=[C:5]([F:11])[CH:6]=2)[CH2:19][CH2:18][CH2:17][CH2:16]1. (2) The product is: [C:1]([O:7][CH2:8][N:9]1[C:13]2[N:14]=[CH:15][N:16]=[C:17]([C:18]3[CH:19]=[N:20][NH:21][CH:22]=3)[C:12]=2[CH:11]=[CH:10]1)(=[O:6])[C:2]([CH3:5])([CH3:4])[CH3:3]. Given the reactants [C:1]([O:7][CH2:8][N:9]1[C:13]2[N:14]=[CH:15][N:16]=[C:17]([C:18]3[CH:19]=[N:20][N:21](C(OCC)C)[CH:22]=3)[C:12]=2[CH:11]=[CH:10]1)(=[O:6])[C:2]([CH3:5])([CH3:4])[CH3:3].C1COCC1.[OH-].[Na+], predict the reaction product. (3) Given the reactants [CH2:1]([C@@H:3]1[CH2:8][O:7][CH2:6][CH2:5][N:4]1[C:9]1[N:14]=[C:13]([NH:15][CH3:16])[N:12]=[C:11]([C:17]2[CH:24]=[C:23](F)[C:20]([C:21]#[N:22])=[C:19](F)[CH:18]=2)[CH:10]=1)[CH3:2].[NH:27]1[CH2:31][CH2:30][CH2:29][CH2:28]1.[NH2:32][NH2:33].CCN(C(C)C)C(C)C, predict the reaction product. The product is: [CH2:1]([C@@H:3]1[CH2:8][O:7][CH2:6][CH2:5][N:4]1[C:9]1[N:14]=[C:13]([NH:15][CH3:16])[N:12]=[C:11]([C:17]2[CH:24]=[C:23]3[C:20]([C:21]([NH2:22])=[N:32][NH:33]3)=[C:19]([N:27]3[CH2:31][CH2:30][CH2:29][CH2:28]3)[CH:18]=2)[CH:10]=1)[CH3:2]. (4) Given the reactants [Br:1][C:2]1[CH:3]=[C:4]([CH:8]=[C:9]([Cl:11])[CH:10]=1)[C:5]([OH:7])=O.[NH2:12][C:13]1[CH:18]=[CH:17][CH:16]=[CH:15][C:14]=1[CH2:19][C:20]([O:22][C:23]([CH3:26])([CH3:25])[CH3:24])=[O:21].CN(C(ON1N=NC2C=CC=NC1=2)=[N+](C)C)C.F[P-](F)(F)(F)(F)F, predict the reaction product. The product is: [Br:1][C:2]1[CH:3]=[C:4]([CH:8]=[C:9]([Cl:11])[CH:10]=1)[C:5]([NH:12][C:13]1[CH:18]=[CH:17][CH:16]=[CH:15][C:14]=1[CH2:19][C:20]([O:22][C:23]([CH3:26])([CH3:25])[CH3:24])=[O:21])=[O:7]. (5) The product is: [CH3:1][O:2][C:3](=[O:17])[CH2:4][C:9]1[CH:14]=[C:13]([S:15][CH3:16])[N:12]=[CH:11][N:10]=1. Given the reactants [CH3:1][O:2][C:3](=[O:17])[CH:4]([C:9]1[CH:14]=[C:13]([S:15][CH3:16])[N:12]=[CH:11][N:10]=1)C(OC)=O.C[O-].[Na+].Cl, predict the reaction product.